Dataset: Forward reaction prediction with 1.9M reactions from USPTO patents (1976-2016). Task: Predict the product of the given reaction. (1) Given the reactants [Cl:1][C:2]1[CH:3]=[CH:4][C:5]2[N:6]=[CH:7][N:8]3[C:16]4[CH:15]=[CH:14][CH:13]=[C:12]([F:17])[C:11]=4[CH:10]=[C:9]3[C:18]=2[N:19]=1.[BH4-].[Na+].[NH4+].[Cl-], predict the reaction product. The product is: [Cl:1][C:2]1[CH:3]=[CH:4][C:5]2[NH:6][CH2:7][N:8]3[C:16]4[CH:15]=[CH:14][CH:13]=[C:12]([F:17])[C:11]=4[CH:10]=[C:9]3[C:18]=2[N:19]=1. (2) Given the reactants [F:1][C:2]1[CH:21]=[CH:20][C:5]2[C:6]([C:9]3[CH:14]=[CH:13][CH:12]=[C:11]([O:15][CH2:16][C@H:17]4[CH2:19][O:18]4)[CH:10]=3)=[N:7][O:8][C:4]=2[CH:3]=1.[CH2:22](O)[CH3:23], predict the reaction product. The product is: [F:1][C:2]1[CH:21]=[CH:20][C:5]2[C:6]([C:9]3[CH:10]=[C:11]([CH:12]=[CH:13][CH:14]=3)[O:15][CH2:16][C@H:17]([OH:18])[CH2:19][NH:7][CH2:6][CH2:5][C:23]3[CH:22]=[CH:4][CH:3]=[CH:2][CH:21]=3)=[N:7][O:8][C:4]=2[CH:3]=1.